This data is from Full USPTO retrosynthesis dataset with 1.9M reactions from patents (1976-2016). The task is: Predict the reactants needed to synthesize the given product. (1) Given the product [C:1]([O-:20])(=[O:19])[CH2:2][CH2:3][CH2:4][CH2:5][CH2:6][CH2:7][CH2:8][CH2:9][CH2:10][CH2:11][CH2:12][CH2:13][CH2:14][CH2:15][CH2:16][CH2:17][CH3:18].[Mg+2:22].[C:1]([O-:20])(=[O:19])[CH2:2][CH2:3][CH2:4][CH2:5][CH2:6][CH2:7][CH2:8][CH2:9][CH2:10][CH2:11][CH2:12][CH2:13][CH2:14][CH2:15][CH2:16][CH2:17][CH3:18], predict the reactants needed to synthesize it. The reactants are: [C:1]([OH:20])(=[O:19])[CH2:2][CH2:3][CH2:4][CH2:5][CH2:6][CH2:7][CH2:8][CH2:9][CH2:10][CH2:11][CH2:12][CH2:13][CH2:14][CH2:15][CH2:16][CH2:17][CH3:18].[OH-].[Mg+2:22].[OH-]. (2) Given the product [F:34][C:2]([F:1])([F:35])[C:3]1[N:8]=[CH:7][C:6]([C:9]2[O:13][N:12]=[C:11]([C:14]3[CH:22]=[CH:21][C:20]4[N:19]5[CH2:23][CH2:24][CH:25]([CH2:26][C:27]([OH:29])=[O:28])[C:18]5=[CH:17][C:16]=4[CH:15]=3)[N:10]=2)=[CH:5][CH:4]=1, predict the reactants needed to synthesize it. The reactants are: [F:1][C:2]([F:35])([F:34])[C:3]1[N:8]=[CH:7][C:6]([C:9]2[O:13][N:12]=[C:11]([C:14]3[CH:22]=[CH:21][C:20]4[N:19]5[CH2:23][CH2:24][CH:25]([CH2:26][C:27]([O:29]C(C)(C)C)=[O:28])[C:18]5=[CH:17][C:16]=4[CH:15]=3)[N:10]=2)=[CH:5][CH:4]=1.C(O)(C(F)(F)F)=O.C1(SC)C=CC=CC=1. (3) Given the product [CH3:22][C:17]1([CH3:23])[C:18]([CH3:21])([CH3:20])[O:19][B:15]([C:2]2[CH:7]=[CH:6][C:5]([C:8]3[CH:13]=[CH:12][C:11]([OH:14])=[CH:10][CH:9]=3)=[CH:4][CH:3]=2)[O:16]1, predict the reactants needed to synthesize it. The reactants are: Br[C:2]1[CH:7]=[CH:6][C:5]([C:8]2[CH:13]=[CH:12][C:11]([OH:14])=[CH:10][CH:9]=2)=[CH:4][CH:3]=1.[B:15]1([B:15]2[O:19][C:18]([CH3:21])([CH3:20])[C:17]([CH3:23])([CH3:22])[O:16]2)[O:19][C:18]([CH3:21])([CH3:20])[C:17]([CH3:23])([CH3:22])[O:16]1.C(Cl)Cl.CC([O-])=O.[K+]. (4) Given the product [CH2:15]([O:14][C:12]([NH:5][C@H:6]([CH2:7][OH:8])[C:9]([O:11][CH3:1])=[O:10])=[O:13])[C:16]1[CH:21]=[CH:20][CH:19]=[CH:18][CH:17]=1, predict the reactants needed to synthesize it. The reactants are: [C:1](Cl)(=O)C.[NH2:5][C@@H:6]([C:9]([OH:11])=[O:10])[CH2:7][OH:8].[C:12](ON1C(=O)CCC1=O)([O:14][CH2:15][C:16]1[CH:21]=[CH:20][CH:19]=[CH:18][CH:17]=1)=[O:13]. (5) Given the product [CH3:55][O:54][C:51]1[CH:50]=[CH:49][C:48]([CH2:47][N:37]([CH2:38][C:39]2[CH:40]=[CH:41][C:42]([O:45][CH3:46])=[CH:43][CH:44]=2)[C:32]2[N:33]=[C:34]([CH3:36])[N:35]=[C:30]([C:29]3[C:24]([NH:1][C:2]4[CH:7]=[CH:6][C:5]([NH:8][C:9](=[O:11])[CH3:10])=[C:4]([F:12])[CH:3]=4)=[N:25][CH:26]=[C:27]([CH2:56][N:57]4[CH2:62][CH2:61][N:60]([S:63]([CH3:66])(=[O:65])=[O:64])[CH2:59][CH2:58]4)[CH:28]=3)[N:31]=2)=[CH:53][CH:52]=1, predict the reactants needed to synthesize it. The reactants are: [NH2:1][C:2]1[CH:7]=[CH:6][C:5]([NH:8][C:9](=[O:11])[CH3:10])=[C:4]([F:12])[CH:3]=1.C[Si]([N-][Si](C)(C)C)(C)C.[Li+].F[C:24]1[C:29]([C:30]2[N:35]=[C:34]([CH3:36])[N:33]=[C:32]([N:37]([CH2:47][C:48]3[CH:53]=[CH:52][C:51]([O:54][CH3:55])=[CH:50][CH:49]=3)[CH2:38][C:39]3[CH:44]=[CH:43][C:42]([O:45][CH3:46])=[CH:41][CH:40]=3)[N:31]=2)=[CH:28][C:27]([CH2:56][N:57]2[CH2:62][CH2:61][N:60]([S:63]([CH3:66])(=[O:65])=[O:64])[CH2:59][CH2:58]2)=[CH:26][N:25]=1.